Dataset: Full USPTO retrosynthesis dataset with 1.9M reactions from patents (1976-2016). Task: Predict the reactants needed to synthesize the given product. (1) Given the product [CH3:41][N:39]([CH3:40])[C:38]([C:28]1[CH:29]=[C:30]([CH2:33][C:34]([O:36][CH3:37])=[O:35])[CH:31]=[CH:32][C:27]=1[NH:26][C:15]([C:10]1[CH:11]=[CH:12][CH:13]=[CH:14][C:9]=1[C:6]1[CH:5]=[CH:4][C:3]([C:2]([F:1])([F:19])[F:18])=[CH:8][CH:7]=1)=[O:17])=[O:42], predict the reactants needed to synthesize it. The reactants are: [F:1][C:2]([F:19])([F:18])[C:3]1[CH:8]=[CH:7][C:6]([C:9]2[C:10]([C:15]([OH:17])=O)=[CH:11][CH:12]=[CH:13][CH:14]=2)=[CH:5][CH:4]=1.C(Cl)(=O)C(Cl)=O.[NH2:26][C:27]1[CH:32]=[CH:31][C:30]([CH2:33][C:34]([O:36][CH3:37])=[O:35])=[CH:29][C:28]=1[C:38](=[O:42])[N:39]([CH3:41])[CH3:40].C(N(CC)CC)C. (2) Given the product [O:17]=[C:13]1[CH2:12][C:11]2[C:15](=[CH:16][C:8]([S:18][C:19]3[CH:27]=[CH:26][CH:25]=[CH:24][C:20]=3[C:21]([OH:23])=[O:22])=[CH:9][CH:10]=2)[NH:14]1, predict the reactants needed to synthesize it. The reactants are: C(=O)([O-])[O-].[K+].[K+].I[C:8]1[CH:16]=[C:15]2[C:11]([CH2:12][C:13](=[O:17])[NH:14]2)=[CH:10][CH:9]=1.[SH:18][C:19]1[CH:27]=[CH:26][CH:25]=[CH:24][C:20]=1[C:21]([OH:23])=[O:22].C(O)CO.Cl. (3) The reactants are: [CH3:1][O:2][C:3]1[CH:4]=[C:5]2[C:9](=[CH:10][CH:11]=1)[NH:8][C:7]([C:12](O)=[O:13])=[CH:6]2.[H-].[H-].[H-].[H-].[Li+].[Al+3].C(OCC)(=O)C. Given the product [CH3:1][O:2][C:3]1[CH:4]=[C:5]2[C:9](=[CH:10][CH:11]=1)[NH:8][C:7]([CH:12]=[O:13])=[CH:6]2, predict the reactants needed to synthesize it. (4) Given the product [C:1]([OH:6])(=[O:5])[C:2]([CH3:4])=[CH2:3].[C:7]([C:11](=[CH2:15])[C:12]([NH2:14])=[O:13])([CH3:10])([CH3:9])[CH3:8], predict the reactants needed to synthesize it. The reactants are: [C:1]([OH:6])(=[O:5])[C:2]([CH3:4])=[CH2:3].[C:7]([C:11](=[CH2:15])[C:12]([NH2:14])=[O:13])([CH3:10])([CH3:9])[CH3:8]. (5) Given the product [Cl:1][C:2]1[C:22]([N:23]([CH3:25])[CH3:24])=[CH:21][C:5]2[N:6]=[C:7]([C:12]3[CH:20]=[CH:19][CH:18]=[C:14]([C:15]4[S:16][CH:32]=[C:33]([CH2:34][OH:36])[N:17]=4)[CH:13]=3)[CH2:8][C:9](=[O:11])[NH:10][C:4]=2[CH:3]=1.[Cl:1][C:2]1[C:22]([N:23]([CH3:25])[CH3:24])=[CH:21][C:5]2[N:6]=[C:7]([C:12]3[CH:13]=[C:14]([CH:18]=[CH:19][CH:20]=3)[C:15]([NH2:17])=[S:16])[CH2:8][C:9](=[O:11])[NH:10][C:4]=2[CH:3]=1, predict the reactants needed to synthesize it. The reactants are: [Cl:1][C:2]1[C:22]([N:23]([CH3:25])[CH3:24])=[CH:21][C:5]2[N:6]=[C:7]([C:12]3[CH:13]=[C:14]([CH:18]=[CH:19][CH:20]=3)[C:15]([NH2:17])=[S:16])[CH2:8][C:9](=[O:11])[NH:10][C:4]=2[CH:3]=1.ClC1C(N(C)C)=CC2N=[C:32](C3C=C(C=CC=3)C#N)[CH2:33][C:34](=[O:36])NC=2C=1.C[Si](C)(C)S[Si](C)(C)C.C[O-].[Na+]. (6) Given the product [C:24]([C:28]1[CH:32]=[C:31]([NH:33][C:34]([NH:1][C:2]2[CH:3]=[C:4]([CH:21]=[CH:22][CH:23]=2)[O:5][C:6]2[CH:18]=[CH:17][C:9]3[N:10]=[C:11]([NH:13][C:14](=[O:16])[CH3:15])[S:12][C:8]=3[C:7]=2[C:19]#[N:20])=[O:35])[N:30]([C:42]2[CH:47]=[CH:46][CH:45]=[CH:44][CH:43]=2)[N:29]=1)([CH3:27])([CH3:25])[CH3:26], predict the reactants needed to synthesize it. The reactants are: [NH2:1][C:2]1[CH:3]=[C:4]([CH:21]=[CH:22][CH:23]=1)[O:5][C:6]1[CH:18]=[CH:17][C:9]2[N:10]=[C:11]([NH:13][C:14](=[O:16])[CH3:15])[S:12][C:8]=2[C:7]=1[C:19]#[N:20].[C:24]([C:28]1[CH:32]=[C:31]([NH:33][C:34](=O)[O:35]CC(Cl)(Cl)Cl)[N:30]([C:42]2[CH:47]=[CH:46][CH:45]=[CH:44][CH:43]=2)[N:29]=1)([CH3:27])([CH3:26])[CH3:25].C(N(CC)CC)C. (7) Given the product [CH2:22]([N:24]([C:25]1[CH:26]=[CH:27][C:28]([C:31]2[CH:32]=[CH:33][C:34]([NH:37][C:38]([C:40]3[CH:45]=[C:44]([N+:46]([O-:48])=[O:47])[CH:43]=[CH:42][C:41]=3[Cl:49])=[O:39])=[CH:35][CH:36]=2)=[CH:29][CH:30]=1)[CH2:1][CH3:2])[CH3:23], predict the reactants needed to synthesize it. The reactants are: [CH:1](=O)[CH3:2].C(O)(=O)C.C(O[BH-](OC(=O)C)OC(=O)C)(=O)C.[Na+].[CH2:22]([NH:24][C:25]1[CH:30]=[CH:29][C:28]([C:31]2[CH:36]=[CH:35][C:34]([NH:37][C:38]([C:40]3[CH:45]=[C:44]([N+:46]([O-:48])=[O:47])[CH:43]=[CH:42][C:41]=3[Cl:49])=[O:39])=[CH:33][CH:32]=2)=[CH:27][CH:26]=1)[CH3:23].C(=O)(O)[O-].[Na+]. (8) Given the product [C:3]([Si:7]([O:8][CH2:9][CH2:10][CH2:11][CH:12]([C:14]1[CH:19]=[CH:18][C:17]([Cl:20])=[CH:16][CH:15]=1)[O:13][CH3:33])([C:21]1[CH:22]=[CH:23][CH:24]=[CH:25][CH:26]=1)[C:27]1[CH:32]=[CH:31][CH:30]=[CH:29][CH:28]=1)([CH3:6])([CH3:4])[CH3:5], predict the reactants needed to synthesize it. The reactants are: [H-].[Na+].[C:3]([Si:7]([C:27]1[CH:32]=[CH:31][CH:30]=[CH:29][CH:28]=1)([C:21]1[CH:26]=[CH:25][CH:24]=[CH:23][CH:22]=1)[O:8][CH2:9][CH2:10][CH2:11][CH:12]([C:14]1[CH:19]=[CH:18][C:17]([Cl:20])=[CH:16][CH:15]=1)[OH:13])([CH3:6])([CH3:5])[CH3:4].[CH3:33]I. (9) The reactants are: [OH-].[K+:2].[CH3:3][O:4][C:5]([C:7]1[CH:8]=[N:9][CH:10]=[C:11]([C:13]([O:15]C)=[O:14])[CH:12]=1)=[O:6]. Given the product [CH3:3][O:4][C:5]([C:7]1[CH:8]=[N:9][CH:10]=[C:11]([CH:12]=1)[C:13]([O-:15])=[O:14])=[O:6].[K+:2], predict the reactants needed to synthesize it.